Dataset: Catalyst prediction with 721,799 reactions and 888 catalyst types from USPTO. Task: Predict which catalyst facilitates the given reaction. (1) Product: [Cl:19][C:16]1[CH:15]=[CH:14][C:13]([S:10]([N:9]([C@H:4]([CH2:5][CH:6]([CH3:7])[CH3:8])[C:1]([NH2:2])=[O:3])[CH2:20][C:21]2[CH:22]=[CH:23][C:24]([CH2:25][N:35]([CH3:36])[CH3:34])=[CH:31][CH:32]=2)(=[O:12])=[O:11])=[CH:18][CH:17]=1. Reactant: [C:1]([C@H:4]([N:9]([CH2:20][C:21]1[CH:32]=[CH:31][C:24]([CH2:25]OS(C)(=O)=O)=[CH:23][CH:22]=1)[S:10]([C:13]1[CH:18]=[CH:17][C:16]([Cl:19])=[CH:15][CH:14]=1)(=[O:12])=[O:11])[CH2:5][CH:6]([CH3:8])[CH3:7])(=[O:3])[NH2:2].C[CH2:34][N:35](CC)[CH2:36]C.CNC. The catalyst class is: 2. (2) Reactant: [CH2:1]([N:3]([CH2:50][CH3:51])[C:4]1[CH:9]=[CH:8][C:7]([NH:10][C:11](=[O:30])[C:12]2[CH:29]=[CH:28][CH:27]=[C:14]([C:15]([N:17]([CH3:26])[CH2:18][CH2:19][N:20]3[CH2:25][CH2:24][NH:23][CH2:22][CH2:21]3)=[O:16])[CH:13]=2)=[C:6]([C:31]2[CH:36]=[C:35]([C:37](=[O:49])[NH:38][C@@H:39]3[C:48]4[C:43](=[CH:44][CH:45]=[CH:46][CH:47]=4)[CH2:42][CH2:41][CH2:40]3)[CH:34]=[CH:33][N:32]=2)[CH:5]=1)[CH3:2].[C:52](=O)([O:76]C1C=CC([N+]([O-])=O)=CC=1)[O:53][CH2:54][CH2:55][O:56][CH2:57][CH2:58][O:59][CH2:60][CH2:61][O:62][CH2:63][CH2:64][O:65][CH2:66][CH2:67][O:68][CH2:69][CH2:70][O:71][CH2:72][CH2:73][O:74][CH3:75]. Product: [CH3:75][O:74][CH2:73][CH2:72][O:71][CH2:70][CH2:69][O:68][CH2:67][CH2:66][O:65][CH2:64][CH2:63][O:62][CH2:61][CH2:60][O:59][CH2:58][CH2:57][O:56][CH2:55][CH2:54][O:53][C:52]([N:23]1[CH2:24][CH2:25][N:20]([CH2:19][CH2:18][N:17]([CH3:26])[C:15](=[O:16])[C:14]2[CH:27]=[CH:28][CH:29]=[C:12]([C:11](=[O:30])[NH:10][C:7]3[CH:8]=[CH:9][C:4]([N:3]([CH2:1][CH3:2])[CH2:50][CH3:51])=[CH:5][C:6]=3[C:31]3[CH:36]=[C:35]([C:37](=[O:49])[NH:38][C@@H:39]4[C:48]5[C:43](=[CH:44][CH:45]=[CH:46][CH:47]=5)[CH2:42][CH2:41][CH2:40]4)[CH:34]=[CH:33][N:32]=3)[CH:13]=2)[CH2:21][CH2:22]1)=[O:76]. The catalyst class is: 599. (3) Reactant: [OH:1][C:2]1[CH:3]=[CH:4][CH:5]=[C:6]2[C:11]=1[N:10]=[CH:9][CH:8]=[CH:7]2.C1C=CC(P(C2C=CC=CC=2)C2C=CC=CC=2)=CC=1.[CH3:31][C:32]([CH3:38])([CH3:37])[CH2:33][CH:34](O)[CH3:35].C1C=CC(COC(/N=N/C(OCC2C=CC=CC=2)=O)=O)=CC=1. Product: [CH3:35][CH:34]([O:1][C:2]1[CH:3]=[CH:4][CH:5]=[C:6]2[C:11]=1[N:10]=[CH:9][CH:8]=[CH:7]2)[CH2:33][C:32]([CH3:38])([CH3:37])[CH3:31]. The catalyst class is: 1. (4) Reactant: C([N:8]1[CH2:13][CH2:12][CH:11]([C:14]2[O:15][C:16]3[CH:22]=[CH:21][C:20]([C:23]4[CH:31]=[CH:30][C:26]([C:27]([NH2:29])=[O:28])=[C:25]([F:32])[CH:24]=4)=[CH:19][C:17]=3[N:18]=2)[CH2:10][CH2:9]1)C1C=CC=CC=1. Product: [F:32][C:25]1[CH:24]=[C:23]([C:20]2[CH:21]=[CH:22][C:16]3[O:15][C:14]([CH:11]4[CH2:12][CH2:13][NH:8][CH2:9][CH2:10]4)=[N:18][C:17]=3[CH:19]=2)[CH:31]=[CH:30][C:26]=1[C:27]([NH2:29])=[O:28]. The catalyst class is: 19. (5) Reactant: Br[C:2]1[CH:3]=[C:4]2[C:31](=[CH:32][CH:33]=1)[O:30][C:29]([CH3:35])([CH3:34])[C:25]1([CH2:28][O:27][CH2:26]1)[C:5]12[CH2:9][O:8][C:7]([N:10](C(OC(C)(C)C)=O)C(OC(C)(C)C)=O)=[N:6]1.[Cl:36][C:37]1[CH:38]=[C:39](B(O)O)[CH:40]=[C:41]([F:43])[CH:42]=1.C([O-])([O-])=O.[Na+].[Na+]. Product: [Cl:36][C:37]1[CH:38]=[C:39]([C:2]2[CH:3]=[C:4]3[C:31](=[CH:32][CH:33]=2)[O:30][C:29]([CH3:35])([CH3:34])[C:25]2([CH2:28][O:27][CH2:26]2)[C:5]23[CH2:9][O:8][C:7]([NH2:10])=[N:6]2)[CH:40]=[C:41]([F:43])[CH:42]=1. The catalyst class is: 77. (6) Reactant: O[CH:2]1[O:6][C:5](=O)[CH:4]=[C:3]1[C:8]1[CH:13]=[CH:12][C:11]([O:14][CH3:15])=[CH:10][CH:9]=1.[CH3:16][NH:17][NH2:18]. Product: [CH3:15][O:14][C:11]1[CH:12]=[CH:13][C:8]([C:3]2[CH:2]=[N:18][N:17]([CH3:16])[C:5](=[O:6])[CH:4]=2)=[CH:9][CH:10]=1. The catalyst class is: 8. (7) Reactant: [CH3:1][C:2]1([CH3:5])[CH2:4][S:3]1.[CH2:6]([NH:10][C:11]#[N:12])[CH2:7][CH2:8][CH3:9].C(=O)([O-])[O-].[K+].[K+].O. Product: [CH2:6]([N:10]1[CH2:4][C:2]([CH3:1])([CH3:5])[S:3][C:11]1=[NH:12])[CH2:7][CH2:8][CH3:9]. The catalyst class is: 131. (8) Reactant: Br[C:2]1[CH:7]=[C:6]([CH3:8])[CH:5]=[CH:4][N:3]=1.C([Mg]Br)C.O1CCCC1.[B:18](OC(C)C)([O:23]C(C)C)[O:19]C(C)C. Product: [CH3:8][C:6]1[CH:5]=[CH:4][N:3]=[C:2]([B:18]([OH:23])[OH:19])[CH:7]=1. The catalyst class is: 27. (9) Reactant: Br[C:2]1[CH:3]=[CH:4][C:5]2[C:6]3[CH:7]=[CH:8][CH:9]=[C:10]4[C:21]=3[C:14]([C:15]3[C:20]=2[C:19]=1[CH:18]=[CH:17][CH:16]=3)=[CH:13][CH:12]=[CH:11]4.[C:22]1([NH:28][C:29]2[CH:34]=[CH:33][CH:32]=[CH:31][CH:30]=2)[CH:27]=[CH:26][CH:25]=[CH:24][CH:23]=1.C(=O)([O-])[O-].[K+].[K+].[N+](C1C=CC=CC=1)([O-])=O. Product: [C:29]1([N:28]([C:22]2[CH:23]=[CH:24][CH:25]=[CH:26][CH:27]=2)[C:2]2[CH:3]=[CH:4][C:5]3[C:6]4[CH:7]=[CH:8][CH:9]=[C:10]5[C:21]=4[C:14]([C:15]4[C:20]=3[C:19]=2[CH:18]=[CH:17][CH:16]=4)=[CH:13][CH:12]=[CH:11]5)[CH:30]=[CH:31][CH:32]=[CH:33][CH:34]=1. The catalyst class is: 536.